This data is from Reaction yield outcomes from USPTO patents with 853,638 reactions. The task is: Predict the reaction yield, written as a fraction of the theoretical maximum amount of product (1.0 means a 100% yield; for example, 0.34 means a 34% yield). (1) The reactants are Cl.[S:2]1[CH:6]=[CH:5][CH:4]=[C:3]1[CH2:7][CH2:8][NH:9][CH:10]([C:14]1[CH:19]=[CH:18][CH:17]=[CH:16][C:15]=1[Cl:20])[C:11]([NH2:13])=[O:12].O.[OH-].[Na+]. The catalyst is ClCCCl. The product is [S:2]1[CH:6]=[CH:5][CH:4]=[C:3]1[CH2:7][CH2:8][NH:9][CH:10]([C:14]1[CH:19]=[CH:18][CH:17]=[CH:16][C:15]=1[Cl:20])[C:11]([NH2:13])=[O:12]. The yield is 0.882. (2) The reactants are [NH2:1][C:2]1[C:7]([CH3:8])=[CH:6][C:5](Br)=[CH:4][N:3]=1.[Cl:10][C:11]1[CH:16]=[CH:15][C:14](B(O)O)=[CH:13][CH:12]=1. No catalyst specified. The product is [Cl:10][C:11]1[CH:16]=[CH:15][C:14]([C:5]2[CH:6]=[C:7]([CH3:8])[C:2]([NH2:1])=[N:3][CH:4]=2)=[CH:13][CH:12]=1. The yield is 0.830. (3) The reactants are [CH3:1][C:2]12[CH2:12][CH:6]3[CH2:7][C:8]([CH3:11])([CH2:10][C:4]([C:13](O)=[O:14])([CH2:5]3)[CH2:3]1)[CH2:9]2.[S:16]1[CH:20]=[CH:19][CH:18]=[C:17]1[CH2:21][CH2:22][NH2:23].C(N(CC)CC)C.CCN=C=NCCCN(C)C. The catalyst is C(Cl)Cl.CN(C1C=CN=CC=1)C. The product is [S:16]1[CH:20]=[CH:19][CH:18]=[C:17]1[CH2:21][CH2:22][NH:23][C:13]([C:4]12[CH2:10][C:8]3([CH3:11])[CH2:7][CH:6]([CH2:12][C:2]([CH3:1])([CH2:9]3)[CH2:3]1)[CH2:5]2)=[O:14]. The yield is 0.630. (4) The reactants are [CH3:1][O:2][C:3]1[CH:4]=[C:5]([C:11]2[CH:12]=[C:13]([CH3:28])[C:14]3[C:18]4[N:19]=[C:20]([CH2:24][CH2:25][CH3:26])[NH:21][C:22](=O)[C:17]=4[S:16][C:15]=3[N:27]=2)[CH:6]=[CH:7][C:8]=1[O:9][CH3:10].O=P(Cl)(Cl)[Cl:31]. No catalyst specified. The product is [Cl:31][C:22]1[C:17]2[S:16][C:15]3[N:27]=[C:11]([C:5]4[CH:6]=[CH:7][C:8]([O:9][CH3:10])=[C:3]([O:2][CH3:1])[CH:4]=4)[CH:12]=[C:13]([CH3:28])[C:14]=3[C:18]=2[N:19]=[C:20]([CH2:24][CH2:25][CH3:26])[N:21]=1. The yield is 0.960. (5) The reactants are [Br:1][C:2]1[CH:10]=[C:9]([CH3:11])[CH:8]=[CH:7][C:3]=1[C:4]([OH:6])=[O:5].S(=O)(=O)(O)O.[CH3:17]O. No catalyst specified. The product is [Br:1][C:2]1[CH:10]=[C:9]([CH3:11])[CH:8]=[CH:7][C:3]=1[C:4]([O:6][CH3:17])=[O:5]. The yield is 0.990.